This data is from Reaction yield outcomes from USPTO patents with 853,638 reactions. The task is: Predict the reaction yield, written as a fraction of the theoretical maximum amount of product (1.0 means a 100% yield; for example, 0.34 means a 34% yield). (1) The reactants are [CH3:1][O:2][C:3]1[CH:4]=[C:5]([CH:14]=[CH:15][C:16]=1[O:17][CH3:18])[CH2:6][NH:7][CH2:8][CH:9](OC)OC.CON=[CH:22][C:23]1[CH:31]=[CH:30][C:26]2[O:27][CH2:28][O:29][C:25]=2[C:24]=1[CH2:32][N:33]1[CH2:38][CH2:37][N:36]([CH3:39])[CH2:35][CH2:34]1.[NH4+].[OH-]. The catalyst is Cl. The product is [CH3:18][O:17][C:16]1[CH:15]=[C:14]2[C:5](=[CH:4][C:3]=1[O:2][CH3:1])[CH:6]=[N:7][C:8]1[C:31]3[CH:30]=[C:26]4[O:27][CH2:28][O:29][C:25]4=[C:24]([CH2:32][N:33]4[CH2:34][CH2:35][N:36]([CH3:39])[CH2:37][CH2:38]4)[C:23]=3[CH2:22][C:9]2=1. The yield is 0.0350. (2) The reactants are [O:1]1[CH:5]=[CH:4][N:3]=[C:2]1[C@H:6]([NH:8][C:9]([C:11]1[C:19]2[C:14](=[N:15][CH:16]=[C:17]([C:20]3[C:28]4[C:23](=[CH:24][C:25]([F:29])=[CH:26][CH:27]=4)[N:22]([CH3:30])[N:21]=3)[N:18]=2)[N:13](COCC[Si](C)(C)C)[CH:12]=1)=[O:10])[CH3:7].FC(F)(F)C(O)=O.C(N)CN. The catalyst is ClCCl. The product is [O:1]1[CH:5]=[CH:4][N:3]=[C:2]1[C@H:6]([NH:8][C:9]([C:11]1[C:19]2[C:14](=[N:15][CH:16]=[C:17]([C:20]3[C:28]4[C:23](=[CH:24][C:25]([F:29])=[CH:26][CH:27]=4)[N:22]([CH3:30])[N:21]=3)[N:18]=2)[NH:13][CH:12]=1)=[O:10])[CH3:7]. The yield is 0.390. (3) The reactants are [CH3:1][O:2][C:3]1[CH:4]=[C:5]([NH:9][C:10]2[CH:15]=[C:14]([N:16]([CH3:18])[CH3:17])[N:13]=[C:12]([N:19]3[CH2:24][CH2:23][NH:22][CH2:21][CH2:20]3)[N:11]=2)[CH:6]=[CH:7][CH:8]=1.[S:25]1[CH:29]=[CH:28][CH:27]=[C:26]1[C:30](Cl)=[O:31].C(N(CC)CC)C. The catalyst is C(Cl)Cl. The product is [CH3:1][O:2][C:3]1[CH:4]=[C:5]([NH:9][C:10]2[CH:15]=[C:14]([N:16]([CH3:18])[CH3:17])[N:13]=[C:12]([N:19]3[CH2:24][CH2:23][N:22]([C:30]([C:26]4[S:25][CH:29]=[CH:28][CH:27]=4)=[O:31])[CH2:21][CH2:20]3)[N:11]=2)[CH:6]=[CH:7][CH:8]=1. The yield is 0.800.